From a dataset of Forward reaction prediction with 1.9M reactions from USPTO patents (1976-2016). Predict the product of the given reaction. (1) Given the reactants [CH3:1][C:2]1[CH:7]=[CH:6][N:5]2[C:8]([C:11]([OH:13])=O)=[CH:9][N:10]=[C:4]2[CH:3]=1.C(Cl)(=O)C(Cl)=O.CN(C=O)C.[NH2:25][C:26]1[CH:27]=[C:28]([C:33]2[N:37]=[C:36]([CH2:38][CH2:39][C@@:40]([CH3:46])([OH:45])[C:41]([F:44])([F:43])[F:42])[O:35][N:34]=2)[CH:29]=[CH:30][C:31]=1[CH3:32], predict the reaction product. The product is: [CH3:1][C:2]1[CH:7]=[CH:6][N:5]2[C:8]([C:11]([NH:25][C:26]3[CH:27]=[C:28]([C:33]4[N:37]=[C:36]([CH2:38][CH2:39][C@:40]([OH:45])([CH3:46])[C:41]([F:44])([F:43])[F:42])[O:35][N:34]=4)[CH:29]=[CH:30][C:31]=3[CH3:32])=[O:13])=[CH:9][N:10]=[C:4]2[CH:3]=1. (2) Given the reactants [C:1]([O:5][C@@H:6]([C:12]1[C:39]([CH3:40])=[N:38][C:37]2=[CH:41][C:34]3=[N:35][N:36]2[C:13]=1[N:14]1[CH2:48][CH2:47][C:17]([CH3:49])([O:18][CH2:19][CH2:20][CH2:21][CH2:22][C@H:23]([CH3:46])[O:24][C:25]2[CH:26]=[C:27]([CH3:45])[CH:28]=[CH:29][C:30]=2[CH2:31][N:32]([CH:42]2[CH2:44][CH2:43]2)[CH2:33]3)[CH2:16][CH2:15]1)[C:7]([O:9]CC)=[O:8])([CH3:4])([CH3:3])[CH3:2].[OH-].[Na+], predict the reaction product. The product is: [C:1]([O:5][C@@H:6]([C:12]1[C:39]([CH3:40])=[N:38][C:37]2=[CH:41][C:34]3=[N:35][N:36]2[C:13]=1[N:14]1[CH2:48][CH2:47][C:17]([CH3:49])([O:18][CH2:19][CH2:20][CH2:21][CH2:22][C@H:23]([CH3:46])[O:24][C:25]2[CH:26]=[C:27]([CH3:45])[CH:28]=[CH:29][C:30]=2[CH2:31][N:32]([CH:42]2[CH2:43][CH2:44]2)[CH2:33]3)[CH2:16][CH2:15]1)[C:7]([OH:9])=[O:8])([CH3:4])([CH3:2])[CH3:3].